Task: Predict which catalyst facilitates the given reaction.. Dataset: Catalyst prediction with 721,799 reactions and 888 catalyst types from USPTO (1) Reactant: [Cl:1][C:2]1[S:6][C:5]([C:7]([NH:9][CH2:10][CH2:11][C:12]([OH:14])=O)=[O:8])=[CH:4][CH:3]=1.[CH3:15][O:16][C:17](=[O:32])[C:18]1[CH:23]=[C:22]([NH2:24])[CH:21]=[CH:20][C:19]=1[N:25]1[CH2:30][CH2:29][O:28][CH2:27][C:26]1=[O:31].[B-](F)(F)(F)F.CCOC(C(C#N)=NOC(N(C)C)=[N+](C)C)=O.C(N(CC)CC)C. Product: [CH3:15][O:16][C:17](=[O:32])[C:18]1[CH:23]=[C:22]([NH:24][C:12](=[O:14])[CH2:11][CH2:10][NH:9][C:7]([C:5]2[S:6][C:2]([Cl:1])=[CH:3][CH:4]=2)=[O:8])[CH:21]=[CH:20][C:19]=1[N:25]1[CH2:30][CH2:29][O:28][CH2:27][C:26]1=[O:31]. The catalyst class is: 18. (2) Reactant: Br[C:2]1[CH:10]=[C:9]2[C:5]([CH:6]=[N:7][NH:8]2)=[C:4]([NH:11][C:12]([C:14]2[CH:19]=[CH:18][CH:17]=[CH:16][N:15]=2)=[O:13])[CH:3]=1.[C:20]([NH:23][C:24]1[CH:29]=[CH:28][C:27](B(O)O)=[CH:26][CH:25]=1)(=[O:22])[CH3:21].C(=O)([O-])[O-].[Na+].[Na+]. Product: [C:20]([NH:23][C:24]1[CH:29]=[CH:28][C:27]([C:2]2[CH:10]=[C:9]3[C:5]([CH:6]=[N:7][NH:8]3)=[C:4]([NH:11][C:12]([C:14]3[CH:19]=[CH:18][CH:17]=[CH:16][N:15]=3)=[O:13])[CH:3]=2)=[CH:26][CH:25]=1)(=[O:22])[CH3:21]. The catalyst class is: 117.